Dataset: Forward reaction prediction with 1.9M reactions from USPTO patents (1976-2016). Task: Predict the product of the given reaction. (1) The product is: [CH3:3][C:4]1[CH:5]=[C:6]([CH:7]=[C:8]([CH3:10])[CH:9]=1)[O:11][CH2:13][CH:14]([OH:17])[CH2:15][OH:16]. Given the reactants [OH-].[Na+].[CH3:3][C:4]1[CH:5]=[C:6]([OH:11])[CH:7]=[C:8]([CH3:10])[CH:9]=1.Cl[CH2:13][CH:14]([OH:17])[CH2:15][OH:16].C1(C)C=CC=CC=1, predict the reaction product. (2) Given the reactants [CH2:1]([O:5][C:6]([N:8]1[CH2:13][CH2:12][N:11]([C:14](=[O:32])[C@@H:15]([NH:24]C(OC(C)(C)C)=O)[CH2:16][CH2:17][C:18]2[N:19]=[N:20][N:21]([CH3:23])[N:22]=2)[CH2:10][CH2:9]1)=[O:7])[CH2:2][CH2:3][CH3:4].C(O)(C(F)(F)F)=O, predict the reaction product. The product is: [CH2:1]([O:5][C:6]([N:8]1[CH2:9][CH2:10][N:11]([C:14](=[O:32])[C@@H:15]([NH2:24])[CH2:16][CH2:17][C:18]2[N:19]=[N:20][N:21]([CH3:23])[N:22]=2)[CH2:12][CH2:13]1)=[O:7])[CH2:2][CH2:3][CH3:4].